Predict which catalyst facilitates the given reaction. From a dataset of Catalyst prediction with 721,799 reactions and 888 catalyst types from USPTO. Reactant: Cl.[NH2:2][C:3]1[CH:7]=[CH:6][NH:5][C:4]=1[C:8]([O:10]CC)=O.[CH2:13]([O:15][CH2:16][C:17](=N)[NH2:18])[CH3:14]. Product: [CH2:13]([O:15][CH2:16][C:17]1[NH:18][C:8](=[O:10])[C:4]2[NH:5][CH:6]=[CH:7][C:3]=2[N:2]=1)[CH3:14]. The catalyst class is: 673.